This data is from Peptide-MHC class II binding affinity with 134,281 pairs from IEDB. The task is: Regression. Given a peptide amino acid sequence and an MHC pseudo amino acid sequence, predict their binding affinity value. This is MHC class II binding data. (1) The peptide sequence is KKFILATDIAEMGANLC. The MHC is DRB1_0701 with pseudo-sequence DRB1_0701. The binding affinity (normalized) is 0.572. (2) The peptide sequence is VSTVVTATGLALSLLL. The MHC is DRB1_0701 with pseudo-sequence DRB1_0701. The binding affinity (normalized) is 0.311. (3) The binding affinity (normalized) is 0.378. The peptide sequence is EKKYAAATQFEPLAA. The MHC is HLA-DQA10501-DQB10201 with pseudo-sequence HLA-DQA10501-DQB10201.